From a dataset of Full USPTO retrosynthesis dataset with 1.9M reactions from patents (1976-2016). Predict the reactants needed to synthesize the given product. Given the product [CH3:18][C:19]1[C:27]([NH:28][C:2]2[CH:7]=[CH:6][N:5]=[C:4]3[CH:8]=[C:9]([C:11]4[CH:16]=[CH:15][C:14]([CH3:17])=[CH:13][CH:12]=4)[O:10][C:3]=23)=[CH:26][CH:25]=[C:24]2[C:20]=1[CH:21]=[CH:22][NH:23]2, predict the reactants needed to synthesize it. The reactants are: Cl[C:2]1[CH:7]=[CH:6][N:5]=[C:4]2[CH:8]=[C:9]([C:11]3[CH:16]=[CH:15][C:14]([CH3:17])=[CH:13][CH:12]=3)[O:10][C:3]=12.[CH3:18][C:19]1[C:27]([NH2:28])=[CH:26][CH:25]=[C:24]2[C:20]=1[CH:21]=[CH:22][NH:23]2.